From a dataset of Full USPTO retrosynthesis dataset with 1.9M reactions from patents (1976-2016). Predict the reactants needed to synthesize the given product. (1) Given the product [F:30][C:25]1[CH:26]=[CH:27][CH:28]=[CH:29][C:24]=1[C:18]1[S:17][C:16]([NH:15][C:2]2[CH:3]=[CH:4][CH:5]=[C:6]([CH2:8][N:9]3[CH2:14][CH2:13][O:12][CH2:11][CH2:10]3)[N:7]=2)=[C:20]([C:21]([NH2:23])=[O:22])[CH:19]=1, predict the reactants needed to synthesize it. The reactants are: Br[C:2]1[N:7]=[C:6]([CH2:8][N:9]2[CH2:14][CH2:13][O:12][CH2:11][CH2:10]2)[CH:5]=[CH:4][CH:3]=1.[NH2:15][C:16]1[S:17][C:18]([C:24]2[CH:29]=[CH:28][CH:27]=[CH:26][C:25]=2[F:30])=[CH:19][C:20]=1[C:21]([NH2:23])=[O:22]. (2) Given the product [CH2:13]([NH:1][C@@H:2]([CH2:5][C:6]1[CH:7]=[CH:8][C:9]([I:12])=[CH:10][CH:11]=1)[CH2:3][OH:4])[C:14]1[CH:19]=[CH:18][CH:17]=[CH:16][CH:15]=1, predict the reactants needed to synthesize it. The reactants are: [NH2:1][C@@H:2]([CH2:5][C:6]1[CH:11]=[CH:10][C:9]([I:12])=[CH:8][CH:7]=1)[CH2:3][OH:4].[CH:13](=O)[C:14]1[CH:19]=[CH:18][CH:17]=[CH:16][CH:15]=1. (3) Given the product [OH:1][CH:2]([C:6]1[CH:11]=[CH:10][N:9]=[CH:8][C:7]=1[C:12]1[CH:19]=[CH:18][C:15]([C:16]#[N:17])=[C:14]([O:20][CH3:21])[CH:13]=1)[CH2:3][CH2:4][CH3:5], predict the reactants needed to synthesize it. The reactants are: [OH:1][CH:2]([C:6]1[CH:11]=[CH:10][N:9]=[CH:8][C:7]=1[C:12]1[CH:19]=[CH:18][C:15]([C:16]#[N:17])=[C:14]([O:20][CH3:21])[CH:13]=1)[CH2:3][CH:4]=[CH2:5]. (4) Given the product [CH3:1][O:2][C@H:3]1[C@@H:7]2[O:8][C:9]([CH3:12])([CH3:11])[O:10][C@@H:6]2[C@@H:5]([C:13]2[N:17]=[CH:16][N:15]([CH2:25][CH3:26])[N:14]=2)[O:4]1, predict the reactants needed to synthesize it. The reactants are: [CH3:1][O:2][C@H:3]1[C@@H:7]2[O:8][C:9]([CH3:12])([CH3:11])[O:10][C@@H:6]2[C@@H:5]([C:13]2[NH:17][CH:16]=[N:15][N:14]=2)[O:4]1.C(=O)([O-])[O-].[K+].[K+].I[CH2:25][CH3:26]. (5) The reactants are: [C:1]([O:5][C:6]([NH:8][CH2:9][C:10]1[C:11]([C:28]2[CH:33]=[CH:32][C:31]([CH3:34])=[CH:30][CH:29]=2)=[C:12]([CH2:21][CH2:22][C:23]([O:25]CC)=[O:24])[C:13]([CH3:20])=[N:14][C:15]=1[CH2:16][CH:17]([CH3:19])[CH3:18])=[O:7])([CH3:4])([CH3:3])[CH3:2].[OH-].[Na+].Cl. Given the product [C:1]([O:5][C:6]([NH:8][CH2:9][C:10]1[C:11]([C:28]2[CH:29]=[CH:30][C:31]([CH3:34])=[CH:32][CH:33]=2)=[C:12]([CH2:21][CH2:22][C:23]([OH:25])=[O:24])[C:13]([CH3:20])=[N:14][C:15]=1[CH2:16][CH:17]([CH3:19])[CH3:18])=[O:7])([CH3:2])([CH3:3])[CH3:4], predict the reactants needed to synthesize it.